Predict the reactants needed to synthesize the given product. From a dataset of Full USPTO retrosynthesis dataset with 1.9M reactions from patents (1976-2016). (1) Given the product [CH3:21][C:4]1[CH:3]=[C:2]([C:70]2[CH:71]=[CH:72][CH:73]=[C:68]([O:67][C:66]([F:65])([F:77])[F:78])[CH:69]=2)[CH:7]=[CH:6][C:5]=1[C:8]([N:10]1[CH2:15][CH2:14][CH:13]([N:16]2[CH2:20][CH2:19][CH2:18][CH2:17]2)[CH2:12][CH2:11]1)=[O:9], predict the reactants needed to synthesize it. The reactants are: Br[C:2]1[CH:7]=[CH:6][C:5]([C:8]([N:10]2[CH2:15][CH2:14][CH:13]([N:16]3[CH2:20][CH2:19][CH2:18][CH2:17]3)[CH2:12][CH2:11]2)=[O:9])=[C:4]([CH3:21])[CH:3]=1.BrC1C=CC(C(O)=O)=C(C)C=1.N1(C2CCNCC2)CCCC1.BrC1C(C)=C(C(N2CCC(N3CCCC3)CC2)=O)C=CC=1.[F:65][C:66]([F:78])([F:77])[O:67][C:68]1[CH:69]=[C:70](B(O)O)[CH:71]=[CH:72][CH:73]=1. (2) The reactants are: [CH3:1][C:2]([S:8][C:9]1[CH:14]=[CH:13][CH:12]=[CH:11][CH:10]=1)([CH3:7])[C:3](OC)=[O:4].CC(C[AlH]CC(C)C)C.Cl. Given the product [CH3:7][C:2]([S:8][C:9]1[CH:14]=[CH:13][CH:12]=[CH:11][CH:10]=1)([CH3:1])[CH2:3][OH:4], predict the reactants needed to synthesize it. (3) The reactants are: C([O:8][C:9]1[CH:10]=[C:11]([CH2:23][CH2:24][C:25]([N:27]([CH:29]([CH3:31])[CH3:30])[CH3:28])=[O:26])[CH:12]=[CH:13][C:14]=1[N:15]1[CH2:19][C:18](=[O:20])[NH:17][S:16]1(=[O:22])=[O:21])C1C=CC=CC=1. Given the product [OH:8][C:9]1[CH:10]=[C:11]([CH2:23][CH2:24][C:25]([N:27]([CH:29]([CH3:31])[CH3:30])[CH3:28])=[O:26])[CH:12]=[CH:13][C:14]=1[N:15]1[CH2:19][C:18](=[O:20])[NH:17][S:16]1(=[O:22])=[O:21], predict the reactants needed to synthesize it.